Dataset: Reaction yield outcomes from USPTO patents with 853,638 reactions. Task: Predict the reaction yield, written as a fraction of the theoretical maximum amount of product (1.0 means a 100% yield; for example, 0.34 means a 34% yield). The reactants are [Br:1][C:2]1[CH:3]=[C:4]([N:8]2[C:12]3=[N:13][CH:14]=[C:15]([C:17]4[CH:21]=[CH:20][N:19]([CH3:22])[N:18]=4)[CH:16]=[C:11]3[C:10]([C:23]([O:25]C)=[O:24])=[N:9]2)[CH:5]=[CH:6][CH:7]=1.O.[OH-].[Li+]. No catalyst specified. The product is [Br:1][C:2]1[CH:3]=[C:4]([N:8]2[C:12]3=[N:13][CH:14]=[C:15]([C:17]4[CH:21]=[CH:20][N:19]([CH3:22])[N:18]=4)[CH:16]=[C:11]3[C:10]([C:23]([OH:25])=[O:24])=[N:9]2)[CH:5]=[CH:6][CH:7]=1. The yield is 0.480.